This data is from Catalyst prediction with 721,799 reactions and 888 catalyst types from USPTO. The task is: Predict which catalyst facilitates the given reaction. Reactant: [C:1]([O:5][C:6]([NH:8][CH2:9][CH2:10][N:11]1[CH:15]=[C:14]([CH2:16][C@@H:17]2[C@H:20]([N:21](CC3C=CC(OC)=CC=3)C(=O)OCC3C=CC=CC=3)[C:19](=[O:41])[NH:18]2)[N:13]=[N:12]1)=[O:7])([CH3:4])([CH3:3])[CH3:2].C(O)=O. Product: [NH2:21][C@@H:20]1[C:19](=[O:41])[NH:18][C@@H:17]1[CH2:16][C:14]1[N:13]=[N:12][N:11]([CH2:10][CH2:9][NH:8][C:6](=[O:7])[O:5][C:1]([CH3:3])([CH3:2])[CH3:4])[CH:15]=1. The catalyst class is: 19.